Dataset: Full USPTO retrosynthesis dataset with 1.9M reactions from patents (1976-2016). Task: Predict the reactants needed to synthesize the given product. (1) Given the product [CH2:10]([C:4]1[C:5](=[O:6])[O:7][CH2:8][C:3]=1[OH:12])[CH3:11], predict the reactants needed to synthesize it. The reactants are: BrC[C:3](=[O:12])[CH:4]([CH2:10][CH3:11])[C:5]([O:7][CH2:8]C)=[O:6].Br. (2) Given the product [F:1][C:2]1[CH:3]=[C:4]([C:9]2[CH:10]=[C:11]([CH3:27])[C:12]([CH3:26])=[C:13]([CH2:15][NH:16][C:17]3[C:18]([F:25])=[C:19]([CH:20]=[CH:21][C:22]=3[F:23])[O:24][CH2:35][C:36]([O:38][CH:39]([CH3:41])[CH3:40])=[O:37])[CH:14]=2)[CH:5]=[C:6]([F:8])[CH:7]=1, predict the reactants needed to synthesize it. The reactants are: [F:1][C:2]1[CH:3]=[C:4]([C:9]2[CH:10]=[C:11]([CH3:27])[C:12]([CH3:26])=[C:13]([CH2:15][NH:16][C:17]3[C:18]([F:25])=[C:19]([OH:24])[CH:20]=[CH:21][C:22]=3[F:23])[CH:14]=2)[CH:5]=[C:6]([F:8])[CH:7]=1.C([O-])([O-])=O.[Cs+].[Cs+].Br[CH2:35][C:36]([O:38][CH:39]([CH3:41])[CH3:40])=[O:37]. (3) Given the product [CH3:9][C:10]([NH:3][OH:2])=[C:12]1[CH:13]=[CH:14][C:15](=[O:18])[CH:16]=[CH:17]1, predict the reactants needed to synthesize it. The reactants are: Cl.[OH:2][NH2:3].CC([O-])=O.[Na+].[CH3:9][C:10]([C:12]1[CH:13]=[CH:14][C:15]([OH:18])=[CH:16][CH:17]=1)=O. (4) Given the product [Cl:1][C:2]1[N:7]2[C:8]([CH2:15][CH:16]3[CH2:17][CH2:18][C:19]([F:23])([F:22])[CH2:20][CH2:21]3)=[C:9]([C:11]([F:12])([F:13])[F:14])[N:10]=[C:6]2[CH:5]=[C:4]([C:24]([NH:50][CH2:51][C:52]([OH:54])([CH3:55])[CH3:53])=[O:26])[CH:3]=1, predict the reactants needed to synthesize it. The reactants are: [Cl:1][C:2]1[N:7]2[C:8]([CH2:15][CH:16]3[CH2:21][CH2:20][C:19]([F:23])([F:22])[CH2:18][CH2:17]3)=[C:9]([C:11]([F:14])([F:13])[F:12])[N:10]=[C:6]2[CH:5]=[C:4]([C:24]([OH:26])=O)[CH:3]=1.CCN=C=NCCCN(C)C.Cl.C1C=CC2N(O)N=NC=2C=1.O.[NH2:50][CH2:51][C:52]([CH3:55])([OH:54])[CH3:53]. (5) The reactants are: [O:1]1[CH2:6][CH2:5][CH:4]([C:7]2[C:8]([O:13][C:14]3[CH:20]=[CH:19][C:17]([NH2:18])=[CH:16][CH:15]=3)=[N:9][CH:10]=[CH:11][N:12]=2)[CH2:3][CH2:2]1.Cl[C:22]1[NH:23][C:24]2[CH:30]=[CH:29][CH:28]=[CH:27][C:25]=2[N:26]=1. Given the product [O:1]1[CH2:2][CH2:3][CH:4]([C:7]2[C:8]([O:13][C:14]3[CH:20]=[CH:19][C:17]([NH:18][C:22]4[NH:26][C:25]5[CH:27]=[CH:28][CH:29]=[CH:30][C:24]=5[N:23]=4)=[CH:16][CH:15]=3)=[N:9][CH:10]=[CH:11][N:12]=2)[CH2:5][CH2:6]1, predict the reactants needed to synthesize it.